From a dataset of Forward reaction prediction with 1.9M reactions from USPTO patents (1976-2016). Predict the product of the given reaction. (1) Given the reactants [OH:1][CH:2]([C:25]1[C:34]2[C:29](=[CH:30][CH:31]=[C:32]([O:35][CH3:36])[CH:33]=2)[N:28]=[CH:27][C:26]=1[F:37])[CH2:3][CH2:4][CH:5]1[CH2:10][CH2:9][N:8]([CH2:11][CH2:12][S:13][C:14]2[S:15][CH:16]=[CH:17][CH:18]=2)[CH2:7][CH:6]1[CH2:19][C:20]([O:22]CC)=[O:21].[OH-].[Na+].[ClH:40], predict the reaction product. The product is: [ClH:40].[ClH:40].[OH:1][CH:2]([C:25]1[C:34]2[C:29](=[CH:30][CH:31]=[C:32]([O:35][CH3:36])[CH:33]=2)[N:28]=[CH:27][C:26]=1[F:37])[CH2:3][CH2:4][CH:5]1[CH2:10][CH2:9][N:8]([CH2:11][CH2:12][S:13][C:14]2[S:15][CH:16]=[CH:17][CH:18]=2)[CH2:7][CH:6]1[CH2:19][C:20]([OH:22])=[O:21]. (2) Given the reactants [CH3:1][NH:2][C:3]([CH:5]1[O:10][CH2:9][CH2:8][N:7]([C:11](OC(C)(C)C)=O)[CH2:6]1)=[O:4].C([O-])([O-])=O.[K+].[K+].[CH2:24]([O:31][C:32](=[O:35])CBr)[C:25]1[CH:30]=[CH:29][CH:28]=[CH:27][CH:26]=1, predict the reaction product. The product is: [CH3:1][NH:2][C:3]([CH:5]1[CH2:6][N:7]([CH2:11][C:32]([O:31][CH2:24][C:25]2[CH:30]=[CH:29][CH:28]=[CH:27][CH:26]=2)=[O:35])[CH2:8][CH2:9][O:10]1)=[O:4]. (3) Given the reactants [C:1]([C:4]1[CH:9]=[CH:8][C:7]([N:10]2[CH2:15][CH2:14][N:13]([C:16]([C:18]3[CH:19]=[C:20]([S:25]([NH2:28])(=[O:27])=[O:26])[CH:21]=[CH:22][C:23]=3Cl)=[O:17])[CH2:12][CH2:11]2)=[C:6]([F:29])[CH:5]=1)(=[O:3])[CH3:2].[NH:30]1[CH2:35][CH2:34][O:33][CH2:32][CH2:31]1, predict the reaction product. The product is: [C:1]([C:4]1[CH:9]=[CH:8][C:7]([N:10]2[CH2:15][CH2:14][N:13]([C:16]([C:18]3[CH:19]=[C:20]([S:25]([NH2:28])(=[O:27])=[O:26])[CH:21]=[CH:22][C:23]=3[N:30]3[CH2:35][CH2:34][O:33][CH2:32][CH2:31]3)=[O:17])[CH2:12][CH2:11]2)=[C:6]([F:29])[CH:5]=1)(=[O:3])[CH3:2].